From a dataset of Catalyst prediction with 721,799 reactions and 888 catalyst types from USPTO. Predict which catalyst facilitates the given reaction. (1) Reactant: [CH2:1]([N:3]([CH2:25][CH3:26])[C:4](=[O:24])[C:5]1[CH:10]=[CH:9][C:8]([C:11]([C:18]2[CH:23]=[CH:22][CH:21]=[CH:20][CH:19]=2)=[C:12]2[CH2:17][CH2:16][NH:15][CH2:14][CH2:13]2)=[CH:7][CH:6]=1)[CH3:2].[C:27]1(=O)[CH2:32][CH2:31][CH2:30][CH2:29][CH2:28]1.[BH4-].[Na+].N.O. Product: [CH2:25]([N:3]([CH2:1][CH3:2])[C:4](=[O:24])[C:5]1[CH:6]=[CH:7][C:8]([C:11](=[C:12]2[CH2:13][CH2:14][N:15]([CH:27]3[CH2:32][CH2:31][CH2:30][CH2:29][CH2:28]3)[CH2:16][CH2:17]2)[C:18]2[CH:23]=[CH:22][CH:21]=[CH:20][CH:19]=2)=[CH:9][CH:10]=1)[CH3:26]. The catalyst class is: 8. (2) Reactant: [Cl:1][C:2]1[CH:8]=[CH:7][C:5]([NH2:6])=[CH:4][C:3]=1[C:9]([F:12])([F:11])[F:10].N1C=CC=CC=1.Cl[C:20]([O:22][C:23]1[CH:28]=[CH:27][CH:26]=[CH:25][CH:24]=1)=[O:21].CCOC(C)=O. Product: [Cl:1][C:2]1[CH:8]=[CH:7][C:5]([NH:6][C:20](=[O:21])[O:22][C:23]2[CH:28]=[CH:27][CH:26]=[CH:25][CH:24]=2)=[CH:4][C:3]=1[C:9]([F:10])([F:11])[F:12]. The catalyst class is: 2. (3) Reactant: [CH2:1]([O:5][C:6]([C:8]1[N:9]=[C:10]([Br:19])[C:11]2[C:16]([C:17]=1[OH:18])=[CH:15][CH:14]=[CH:13][CH:12]=2)=[O:7])[CH2:2][CH2:3][CH3:4].[CH2:20](Br)[C:21]1[CH:26]=[CH:25][CH:24]=[CH:23][CH:22]=1.C([O-])([O-])=O.[K+].[K+]. Product: [CH2:1]([O:5][C:6]([C:8]1[N:9]=[C:10]([Br:19])[C:11]2[C:16]([C:17]=1[O:18][CH2:20][C:21]1[CH:26]=[CH:25][CH:24]=[CH:23][CH:22]=1)=[CH:15][CH:14]=[CH:13][CH:12]=2)=[O:7])[CH2:2][CH2:3][CH3:4]. The catalyst class is: 21. (4) The catalyst class is: 24. Reactant: [C:1]([O:5][C:6]([N:8]([CH3:52])[C@H:9]([C:19]([NH:21][C@H:22]([C:36]([N:38]([C@H:40]([CH:49]([CH3:51])[CH3:50])/[CH:41]=[C:42](\[CH3:48])/[C:43]([O:45]CC)=[O:44])[CH3:39])=[O:37])[C:23]([S:26][CH2:27][C:28]1[CH:33]=[CH:32][C:31]([O:34][CH3:35])=[CH:30][CH:29]=1)([CH3:25])[CH3:24])=[O:20])[C:10]([CH3:18])([CH3:17])[C:11]1[CH:16]=[CH:15][CH:14]=[CH:13][CH:12]=1)=[O:7])([CH3:4])([CH3:3])[CH3:2].[OH-].[Li+]. Product: [C:1]([O:5][C:6]([N:8]([CH3:52])[C@H:9]([C:19]([NH:21][C@H:22]([C:36]([N:38]([C@H:40]([CH:49]([CH3:50])[CH3:51])/[CH:41]=[C:42](/[C:43]([OH:45])=[O:44])\[CH3:48])[CH3:39])=[O:37])[C:23]([S:26][CH2:27][C:28]1[CH:33]=[CH:32][C:31]([O:34][CH3:35])=[CH:30][CH:29]=1)([CH3:25])[CH3:24])=[O:20])[C:10]([CH3:18])([CH3:17])[C:11]1[CH:12]=[CH:13][CH:14]=[CH:15][CH:16]=1)=[O:7])([CH3:2])([CH3:3])[CH3:4]. (5) Product: [Cl:1][C:2]1[C:3]2[C:10]([NH:11][C@H:12]([C@@H:16]([OH:18])[CH3:17])[C:13]([NH:30][NH:29][C:27](=[O:28])[C:26]3[CH:25]=[CH:24][C:23]([C:21]#[N:22])=[CH:32][CH:31]=3)=[O:15])=[CH:9][CH:8]=[C:7]([C:19]#[N:20])[C:4]=2[S:5][CH:6]=1. The catalyst class is: 118. Reactant: [Cl:1][C:2]1[C:3]2[C:10]([NH:11][C@H:12]([C@@H:16]([OH:18])[CH3:17])[C:13]([OH:15])=O)=[CH:9][CH:8]=[C:7]([C:19]#[N:20])[C:4]=2[S:5][CH:6]=1.[C:21]([C:23]1[CH:32]=[CH:31][C:26]([C:27]([NH:29][NH2:30])=[O:28])=[CH:25][CH:24]=1)#[N:22].C1C=CC2N(O)N=NC=2C=1.C(Cl)CCl.CCN(CC)CC. (6) Reactant: [NH2:1][CH:2]1[CH2:8][CH2:7][CH2:6][CH2:5][N:4]([C:9]([O:11][C:12]([CH3:15])([CH3:14])[CH3:13])=[O:10])[CH2:3]1.Cl[C:17]1[N:22]=[CH:21][N:20]=[C:19]2[N:23]([CH2:26][O:27][CH2:28][CH2:29][Si:30]([CH3:33])([CH3:32])[CH3:31])[N:24]=[CH:25][C:18]=12.CCN(C(C)C)C(C)C.O. Product: [CH3:31][Si:30]([CH3:33])([CH3:32])[CH2:29][CH2:28][O:27][CH2:26][N:23]1[C:19]2=[N:20][CH:21]=[N:22][C:17]([NH:1][CH:2]3[CH2:8][CH2:7][CH2:6][CH2:5][N:4]([C:9]([O:11][C:12]([CH3:15])([CH3:14])[CH3:13])=[O:10])[CH2:3]3)=[C:18]2[CH:25]=[N:24]1. The catalyst class is: 3.